This data is from Reaction yield outcomes from USPTO patents with 853,638 reactions. The task is: Predict the reaction yield, written as a fraction of the theoretical maximum amount of product (1.0 means a 100% yield; for example, 0.34 means a 34% yield). The reactants are [Cl-].[CH3:2][O:3][C:4](=[O:14])[C:5]1[CH:13]=[CH:12][C:8]([C:9]([OH:11])=O)=[CH:7][CH:6]=1.[NH2:15][C:16]1[CH:17]=[C:18]([CH:21]=[C:22]([Br:25])[C:23]=1O)[C:19]#[N:20]. The catalyst is O1CCOCC1. The product is [Br:25][C:22]1[C:23]2[O:11][C:9]([C:8]3[CH:7]=[CH:6][C:5]([C:4]([O:3][CH3:2])=[O:14])=[CH:13][CH:12]=3)=[N:15][C:16]=2[CH:17]=[C:18]([C:19]#[N:20])[CH:21]=1. The yield is 0.830.